From a dataset of Catalyst prediction with 721,799 reactions and 888 catalyst types from USPTO. Predict which catalyst facilitates the given reaction. Reactant: FC(F)(F)C(O)=O.[NH2:8][C@H:9]1[C@H:18]([C:19]([O:21][CH2:22][CH3:23])=[O:20])[CH2:17][C:16]2[C:11](=[CH:12][CH:13]=[CH:14][CH:15]=2)[CH2:10]1.[Cl:24][C:25]1[CH:26]=[C:27]2[C:31](=[CH:32][CH:33]=1)[NH:30][C:29]([C:34](O)=[O:35])=[CH:28]2.Cl.C(N=C=N)C.ON1C2N=CC=CC=2N=N1.C(N(C(C)C)CC)(C)C. Product: [CH2:22]([O:21][C:19]([C@H:18]1[C@H:9]([NH:8][C:34]([C:29]2[NH:30][C:31]3[C:27]([CH:28]=2)=[CH:26][C:25]([Cl:24])=[CH:33][CH:32]=3)=[O:35])[CH2:10][C:11]2[C:16](=[CH:15][CH:14]=[CH:13][CH:12]=2)[CH2:17]1)=[O:20])[CH3:23]. The catalyst class is: 54.